The task is: Predict the reactants needed to synthesize the given product.. This data is from Full USPTO retrosynthesis dataset with 1.9M reactions from patents (1976-2016). (1) Given the product [CH2:32]([O:31][C:29]([CH:28]1[CH2:27][N:17]([C:18]2[CH:19]=[C:20]3[C:24](=[CH:25][CH:26]=2)[CH2:23][CH2:22][CH2:21]3)[C:10]2[N:11]=[C:12]([S:15][CH3:16])[N:13]=[CH:14][C:9]=2[C:7]1=[O:8])=[O:30])[CH3:33], predict the reactants needed to synthesize it. The reactants are: [Na].N#N.C(O[C:7]([C:9]1[C:10]([N:17]([CH2:27][CH2:28][C:29]([O:31][CH2:32][CH3:33])=[O:30])[C:18]2[CH:19]=[C:20]3[C:24](=[CH:25][CH:26]=2)[CH2:23][CH2:22][CH2:21]3)=[N:11][C:12]([S:15][CH3:16])=[N:13][CH:14]=1)=[O:8])C.CC(C)([O-])C.[Na+]. (2) Given the product [F:15][C:12]1[CH:13]=[CH:14][C:9]([C:7]2[C:4]([OH:3])=[CH:5][N:6]=[C:2]([NH:18][CH3:17])[N:1]=2)=[CH:10][CH:11]=1, predict the reactants needed to synthesize it. The reactants are: [NH2:1][C:2]1[O:3][C:4]([C:7]([C:9]2[CH:14]=[CH:13][C:12]([F:15])=[CH:11][CH:10]=2)=O)=[CH:5][N:6]=1.O.[CH3:17][NH2:18]. (3) The reactants are: Cl[C:2]1[CH:3]=[C:4]([N+:14]([O-:16])=[O:15])[C:5]([N:8]2[CH2:13][CH2:12][O:11][CH2:10][CH2:9]2)=[N:6][CH:7]=1.[CH3:17][CH:18]1[O:23][CH2:22][CH2:21][NH:20][CH2:19]1.C1(P(C2CCCCC2)C2(C(C)C)CC(C(C)C)=CC(C(C)C)=C2C2C=CC=CC=2)CCCCC1.CC([O-])(C)C.[Na+].C1(C)C=CC=CC=1. Given the product [CH3:17][C@@H:18]1[O:23][CH2:22][CH2:21][N:20]([C:2]2[CH:7]=[N:6][C:5]([N:8]3[CH2:13][CH2:12][O:11][CH2:10][CH2:9]3)=[C:4]([N+:14]([O-:16])=[O:15])[CH:3]=2)[CH2:19]1.[CH3:17][C@H:18]1[O:23][CH2:22][CH2:21][N:20]([C:2]2[CH:7]=[N:6][C:5]([N:8]3[CH2:13][CH2:12][O:11][CH2:10][CH2:9]3)=[C:4]([N+:14]([O-:16])=[O:15])[CH:3]=2)[CH2:19]1, predict the reactants needed to synthesize it. (4) Given the product [ClH:1].[NH2:12][CH2:11][CH:13]([C:18]1[C:27]2[C:22](=[CH:23][CH:24]=[C:25]([O:28][CH3:29])[CH:26]=2)[CH:21]=[CH:20][CH:19]=1)[CH2:14][OH:15], predict the reactants needed to synthesize it. The reactants are: [Cl-:1].[Al+3].[Cl-].[Cl-].[H-].[Al+3].[Li+].[H-].[H-].[H-].[C:11]([CH:13]([C:18]1[C:27]2[C:22](=[CH:23][CH:24]=[C:25]([O:28][CH3:29])[CH:26]=2)[CH:21]=[CH:20][CH:19]=1)[C:14](OC)=[O:15])#[N:12].[OH-].[Na+]. (5) Given the product [C:1]1([S:7]([C:10]2[CH:15]=[C:14]3[C:13]([CH2:16][CH2:17][C@@H:18]([CH2:19][O:20][S:29]([C:32]4[CH:41]=[CH:40][C:35]([CH3:36])=[CH:34][CH:33]=4)(=[O:31])=[O:30])[O:21]3)=[CH:12][CH:11]=2)(=[O:9])=[O:8])[CH:6]=[CH:5][CH:4]=[CH:3][CH:2]=1, predict the reactants needed to synthesize it. The reactants are: [C:1]1([S:7]([C:10]2[CH:15]=[CH:14][C:13]([CH2:16][CH2:17][C@@H:18]([OH:21])[CH2:19][OH:20])=[C:12](Br)[CH:11]=2)(=[O:9])=[O:8])[CH:6]=[CH:5][CH:4]=[CH:3][CH:2]=1.C1([S:29]([C:32]2[CH:41]=[C:40]3[C:35]([CH2:36]C[C@H](CO)O3)=[CH:34][CH:33]=2)(=[O:31])=[O:30])C=CC=CC=1. (6) Given the product [F:22][C:23]([F:28])([F:27])[C:24]([OH:26])=[O:25].[NH2:8][C@@H:9]1[C:15](=[O:16])[NH:14][C:13]2[CH:17]=[CH:18][CH:19]=[CH:20][C:12]=2[O:11][C@H:10]1[CH3:21], predict the reactants needed to synthesize it. The reactants are: C(OC([NH:8][C@@H:9]1[C:15](=[O:16])[NH:14][C:13]2[CH:17]=[CH:18][CH:19]=[CH:20][C:12]=2[O:11][C@H:10]1[CH3:21])=O)(C)(C)C.[F:22][C:23]([F:28])([F:27])[C:24]([OH:26])=[O:25].ClCCl.O1CCCC1. (7) Given the product [Cl:19][C:13]1[CH:14]=[CH:15][CH:16]=[C:17]([Cl:18])[C:12]=1[NH:11][C:5]1[NH:6][C:7]2[C:3]([N:4]=1)=[C:2]([NH:28][C:25]1[CH:26]=[CH:27][C:22]([C:21]([F:20])([F:29])[F:30])=[CH:23][CH:24]=1)[N:10]=[CH:9][N:8]=2, predict the reactants needed to synthesize it. The reactants are: Cl[C:2]1[N:10]=[CH:9][N:8]=[C:7]2[C:3]=1[N:4]=[C:5]([NH:11][C:12]1[C:17]([Cl:18])=[CH:16][CH:15]=[CH:14][C:13]=1[Cl:19])[NH:6]2.[F:20][C:21]([F:30])([F:29])[C:22]1[CH:27]=[CH:26][C:25]([NH2:28])=[CH:24][CH:23]=1.Cl.